Dataset: NCI-60 drug combinations with 297,098 pairs across 59 cell lines. Task: Regression. Given two drug SMILES strings and cell line genomic features, predict the synergy score measuring deviation from expected non-interaction effect. (1) Drug 1: COC1=NC(=NC2=C1N=CN2C3C(C(C(O3)CO)O)O)N. Drug 2: COC1=C2C(=CC3=C1OC=C3)C=CC(=O)O2. Cell line: SF-539. Synergy scores: CSS=3.63, Synergy_ZIP=-0.837, Synergy_Bliss=-2.62, Synergy_Loewe=-1.52, Synergy_HSA=-2.74. (2) Drug 1: CC(C1=C(C=CC(=C1Cl)F)Cl)OC2=C(N=CC(=C2)C3=CN(N=C3)C4CCNCC4)N. Drug 2: CC1=C2C(C(=O)C3(C(CC4C(C3C(C(C2(C)C)(CC1OC(=O)C(C(C5=CC=CC=C5)NC(=O)OC(C)(C)C)O)O)OC(=O)C6=CC=CC=C6)(CO4)OC(=O)C)OC)C)OC. Cell line: UACC-257. Synergy scores: CSS=27.1, Synergy_ZIP=-0.181, Synergy_Bliss=4.77, Synergy_Loewe=-9.51, Synergy_HSA=4.82. (3) Drug 1: C1CCN(CC1)CCOC2=CC=C(C=C2)C(=O)C3=C(SC4=C3C=CC(=C4)O)C5=CC=C(C=C5)O. Drug 2: CN1CCC(CC1)COC2=C(C=C3C(=C2)N=CN=C3NC4=C(C=C(C=C4)Br)F)OC. Cell line: A549. Synergy scores: CSS=20.4, Synergy_ZIP=-4.50, Synergy_Bliss=2.20, Synergy_Loewe=-4.34, Synergy_HSA=0.664.